From a dataset of Experimentally validated miRNA-target interactions with 360,000+ pairs, plus equal number of negative samples. Binary Classification. Given a miRNA mature sequence and a target amino acid sequence, predict their likelihood of interaction. (1) The protein sequence of the target gene is MKKKQQHPGGGADPWPHGAPMGGAPPGLGSWKRRVPLLPFLRFSLRDYGFCMATLLVFCLGSLLYQLSGGPPRFLLDLRQYLGNSTYLDDHGPPPSKVLPFPSQVVYNRVGKCGSRTVVLLLRILSEKHGFNLVTSDIHNKTRLTKNEQMELIKNISTAEQPYLFTRHVHFLNFSRFGGDQPVYINIIRDPVNRFLSNYFFRRFGDWRGEQNHMIRTPSMRQEERYLDINECILENYPECSNPRLFYIIPYFCGQHPRCREPGEWALERAKLNVNENFLLVGILEELEDVLLLLERFLPH.... The miRNA is hsa-miR-584-5p with sequence UUAUGGUUUGCCUGGGACUGAG. Result: 0 (no interaction). (2) The miRNA is hsa-miR-1226-3p with sequence UCACCAGCCCUGUGUUCCCUAG. The protein sequence of the target gene is MDAQCSAKVNARKRRKEAPGPNGATEEDGVPSKVQRCAVGLRQPAPFSDEIEVDFSKPYVRVTMEEASRGTPCERPVRVYADGIFDLFHSGHARALMQAKNLFPNTYLIVGVCSDELTHNFKGFTVMNENERYDAVQHCRYVDEVVRNAPWTLTPEFLAEHRIDFVAHDDIPYSSAGSDDVYKHIKEAGMFAPTQRTEGISTSDIITRIVRDYDVYARRNLQRGYTAKELNVSFINEKKYHLQERVDKVKKKVKDVEEKSKEFVQKVEEKSIDLIQKWEEKSREFIGSFLEMFGPEGALK.... Result: 1 (interaction). (3) The miRNA is hsa-miR-202-5p with sequence UUCCUAUGCAUAUACUUCUUUG. The protein sequence of the target gene is MKRDRLGRFLSPGIARQRGGSGGGCGSGRTRGRPSRSGGTSADGAAAQLSWGSMTRSCGDTGDDGTDEAGAGRTLAMGHCRLCHGKFSSRSLRSISDRVPGETSERLSPGERVFIRDFQRLLGVAVHQDPALPQSVCKNCYTQFYQCHSLLRTFLQRVNVSPAGQRKPCTKVGVQPTTVAEEGACVADLIASSPRCLHGLVGWVHEHAVSCGSLPSLQRTLSSEYCGIIQAVWGCDQGHDFTMDTASSCRALFLDSALAVKWAWGKDLSPRLAQNSESNPTGAASRLCQARETQVGSETK.... Result: 0 (no interaction). (4) The miRNA is mmu-miR-541-5p with sequence AAGGGAUUCUGAUGUUGGUCACACU. The protein sequence of the target gene is MKVRSAGGDGDALCVTEEDLAGDDEDMPTFPCTQKGRPGPRCSRCQKNLSLHTSVRILYLFLALLLVAVAVLASLVFRKVDSLSEDISLTQSIYDKKLVLMQKNLQGLDPKALNNCSFCHEAGQLGPEIRKLQEELEGIQKLLLAQEVQLDQTLQAQEVLSTTSRQISQEMGSCSFSIHQVNQSLGLFLAQVRGWQATTAGLDLSLKDLTQECYDVKAAVHQINFTVGQTSEWIHGIQRKTDEETLTLQKIVTDWQNYTRLFSGLRTTSTKTGEAVKNIQATLGASSQRISQNSESMHDL.... Result: 0 (no interaction). (5) The miRNA is hsa-miR-6736-3p with sequence UCAGCUCCUCUCUACCCACAG. The protein sequence of the target gene is MWAQLLLGMLALSPAIAEELPNYLVTLPARLNFPSVQKVCLDLSPGYSDVKFTVTLETKDKTQKLLEYSGLKKRHLHCISFLVPPPAGGTEEVATIRVSGVGNNISFEEKKKVLIQRQGNGTFVQTDKPLYTPGQQVYFRIVTMDSNFVPVNDKYSMVELQDPNSNRIAQWLEVVPEQGIVDLSFQLAPEAMLGTYTVAVAEGKTFGTFSVEEYVLPKFKVEVVEPKELSTVQESFLVKICCRYTYGKPMLGAVQVSVCQKANTYWYREVEREQLPDKCRNLSGQTDKTGCFSAPVDMAT.... Result: 1 (interaction). (6) The miRNA is mmu-miR-421-3p with sequence AUCAACAGACAUUAAUUGGGCGC. The protein sequence of the target gene is MSAKDERARDILRGFKLNWMNLRDAETGKILWQGTEDLSVPGVEHEARVPKKILKCKAVSRELNFSSAEQMEKFRLEQKVYFKGQCLEEWFFEFGFVIPNSTNTWQSLIEAAPESQMMPASVLTGNVIIETKFFDDDLLVSTSKVRLFYV. Result: 0 (no interaction).